From a dataset of Full USPTO retrosynthesis dataset with 1.9M reactions from patents (1976-2016). Predict the reactants needed to synthesize the given product. (1) The reactants are: [CH3:1][O:2][C:3]([C:5]1[N:6]([CH2:23][C:24]2[CH:29]=[CH:28][C:27]([S:30]([CH3:33])(=[O:32])=[O:31])=[CH:26][CH:25]=2)[C:7](=[O:22])[C:8]2[C:13]([C:14]=1[C:15]1[CH:20]=[CH:19][CH:18]=[CH:17][CH:16]=1)=[CH:12][C:11](Br)=[CH:10][CH:9]=2)=[O:4]. Given the product [CH3:1][O:2][C:3]([C:5]1[N:6]([CH2:23][C:24]2[CH:25]=[CH:26][C:27]([S:30]([CH3:33])(=[O:32])=[O:31])=[CH:28][CH:29]=2)[C:7](=[O:22])[C:8]2[C:13]([C:14]=1[C:15]1[CH:20]=[CH:19][CH:18]=[CH:17][CH:16]=1)=[CH:12][CH:11]=[CH:10][CH:9]=2)=[O:4], predict the reactants needed to synthesize it. (2) The reactants are: [F:1][C:2]1[CH:10]=[C:9]([F:11])[CH:8]=[CH:7][C:3]=1[C:4](Cl)=[O:5].[Br:12][C:13]1[CH:14]=[C:15]([NH2:20])[C:16]([Cl:19])=[N:17][CH:18]=1. Given the product [Br:12][C:13]1[CH:14]=[C:15]([NH:20][C:4](=[O:5])[C:3]2[CH:7]=[CH:8][C:9]([F:11])=[CH:10][C:2]=2[F:1])[C:16]([Cl:19])=[N:17][CH:18]=1, predict the reactants needed to synthesize it. (3) The reactants are: [Cl:1][C:2]1[CH:7]=[CH:6][C:5]([C:8]2([OH:34])[CH2:13][CH2:12][N:11]([CH2:14][CH2:15][CH:16]=[C:17]3[C:27]4[C:22](=[N:23][CH:24]=[CH:25][CH:26]=4)[O:21][C:20]4[CH:28]=[CH:29][CH:30]=[C:31]([CH:32]=O)[C:19]=4[CH2:18]3)[CH2:10][CH2:9]2)=[CH:4][CH:3]=1.[NH2:35][C:36]([NH2:38])=[O:37].C[Si](Cl)(C)C.[BH4-].[Na+]. Given the product [Cl:1][C:2]1[CH:7]=[CH:6][C:5]([C:8]2([OH:34])[CH2:13][CH2:12][N:11]([CH2:14][CH2:15][CH:16]=[C:17]3[C:27]4[C:22](=[N:23][CH:24]=[CH:25][CH:26]=4)[O:21][C:20]4[CH:28]=[CH:29][CH:30]=[C:31]([CH2:32][NH:35][C:36]([NH2:38])=[O:37])[C:19]=4[CH2:18]3)[CH2:10][CH2:9]2)=[CH:4][CH:3]=1, predict the reactants needed to synthesize it. (4) Given the product [NH2:28][C:11]1[C:10]([NH:9][C:6]2[CH:5]=[C:4]([CH:1]3[CH2:3][CH2:2]3)[NH:8][N:7]=2)=[CH:17][C:16]([NH:18][C@H:19]([C:21]2[CH:22]=[CH:23][C:24]([F:27])=[CH:25][CH:26]=2)[CH3:20])=[CH:15][C:12]=1[C:13]#[N:14], predict the reactants needed to synthesize it. The reactants are: [CH:1]1([C:4]2[NH:8][N:7]=[C:6]([NH:9][C:10]3[C:11]([N+:28]([O-])=O)=[C:12]([CH:15]=[C:16]([NH:18][C@H:19]([C:21]4[CH:26]=[CH:25][C:24]([F:27])=[CH:23][CH:22]=4)[CH3:20])[CH:17]=3)[C:13]#[N:14])[CH:5]=2)[CH2:3][CH2:2]1.[Cl-].[NH4+].C([O-])(=O)C.[NH4+].